This data is from Retrosynthesis with 50K atom-mapped reactions and 10 reaction types from USPTO. The task is: Predict the reactants needed to synthesize the given product. (1) Given the product O=C1OC2(CN3CCC2CC3)CN1c1ncc(-c2ccccn2)s1, predict the reactants needed to synthesize it. The reactants are: CCCC[Sn](CCCC)(CCCC)c1ccccn1.O=C1OC2(CN3CCC2CC3)CN1c1ncc(Br)s1. (2) The reactants are: CCCc1cc(Oc2ccc(Cl)cc2)ccc1C(=O)c1cc(OC)c(Cl)cc1F.NO. Given the product CCCc1cc(Oc2ccc(Cl)cc2)ccc1/C(=N/O)c1cc(OC)c(Cl)cc1F, predict the reactants needed to synthesize it. (3) Given the product CC(C)(C)C[C@@H]1CN(C(=O)Nc2ccc(C(=O)O)cc2)[C@H](c2cccc(Cl)c2F)[C@@]1(C#N)c1ccc(Cl)cc1F, predict the reactants needed to synthesize it. The reactants are: COC(=O)c1ccc(NC(=O)N2C[C@@H](CC(C)(C)C)[C@](C#N)(c3ccc(Cl)cc3F)[C@H]2c2cccc(Cl)c2F)cc1. (4) Given the product CCCc1ccccc1OCC(=O)OCC, predict the reactants needed to synthesize it. The reactants are: C=CCc1ccccc1OCC(=O)OCC. (5) Given the product N#Cc1cccc(CN2CCc3nc(-c4ccccn4)oc3C2)c1, predict the reactants needed to synthesize it. The reactants are: N#Cc1cccc(CBr)c1.c1ccc(-c2nc3c(o2)CNCC3)nc1. (6) Given the product COCOc1c(CO)csc1-c1ccc(C(C)(C)C)cc1, predict the reactants needed to synthesize it. The reactants are: CCOC(=O)c1csc(-c2ccc(C(C)(C)C)cc2)c1OCOC. (7) Given the product CN1CCN(CCc2ccc(O)c(C(=O)Nc3cc(-c4ccccc4)ccc3C(=O)OC(C)(C)C)c2)CC1, predict the reactants needed to synthesize it. The reactants are: CN1CCN(CCc2ccc(OCc3ccccc3)c(C(=O)Nc3cc(-c4ccccc4)ccc3C(=O)OC(C)(C)C)c2)CC1. (8) The reactants are: O=C(NCc1ccco1)c1ccc2cncc(Br)c2n1.O=C(O)c1ccc(B(O)O)s1. Given the product O=C(NCc1ccco1)c1ccc2cncc(-c3ccc(C(=O)O)s3)c2n1, predict the reactants needed to synthesize it. (9) Given the product O=C1CN(C(=O)OCc2ccccc2)CCC1Oc1ccccc1, predict the reactants needed to synthesize it. The reactants are: O=C(OCc1ccccc1)N1CC[C@@H](Oc2ccccc2)[C@H](O)C1. (10) The reactants are: CCOC(=O)c1cc(C)oc1C(F)(F)F. Given the product Cc1cc(C(=O)O)c(C(F)(F)F)o1, predict the reactants needed to synthesize it.